This data is from Catalyst prediction with 721,799 reactions and 888 catalyst types from USPTO. The task is: Predict which catalyst facilitates the given reaction. (1) Reactant: C(OC(=O)[NH:7][CH:8]1[C:17]2[C:12](=[CH:13][CH:14]=[C:15]([C:18]3[CH:23]=[CH:22][C:21]([C:24]([F:27])([F:26])[F:25])=[CH:20][CH:19]=3)[CH:16]=2)[N:11]([C:28]2[CH:33]=[CH:32][C:31]([C:34]3[NH:38][C:37](=[O:39])[O:36][N:35]=3)=[C:30]([Cl:40])[CH:29]=2)[CH2:10][CH2:9]1)(C)(C)C.FC(F)(F)C(O)=O. Product: [NH2:7][CH:8]1[C:17]2[C:12](=[CH:13][CH:14]=[C:15]([C:18]3[CH:19]=[CH:20][C:21]([C:24]([F:26])([F:27])[F:25])=[CH:22][CH:23]=3)[CH:16]=2)[N:11]([C:28]2[CH:33]=[CH:32][C:31]([C:34]3[NH:38][C:37](=[O:39])[O:36][N:35]=3)=[C:30]([Cl:40])[CH:29]=2)[CH2:10][CH2:9]1. The catalyst class is: 4. (2) Reactant: Cl[C:2]1[C:11]2[C:6](=[CH:7][CH:8]=[CH:9][CH:10]=2)[N:5]=[C:4]([C:12]2[CH:17]=[CH:16][N:15]=[CH:14][CH:13]=2)[N:3]=1.CN(C)[C:20](=[O:22])[CH3:21]. Product: [N:15]1[CH:16]=[CH:17][C:12]([C:4]2[N:3]=[C:2]([NH:3][C@H:2]3[C:11]4[C:10](=[CH:9][CH:8]=[CH:7][CH:6]=4)[CH2:21][C@H:20]3[OH:22])[C:11]3[C:6](=[CH:7][CH:8]=[CH:9][CH:10]=3)[N:5]=2)=[CH:13][CH:14]=1. The catalyst class is: 6. (3) Reactant: [CH:1]([C:3]1[CH:8]=[CH:7][C:6]([CH:9]=[CH:10][C:11]([O:13][CH3:14])=[O:12])=[CH:5][CH:4]=1)=O.Cl.[NH2:16][OH:17].C([O-])(=O)C.[Na+]. Product: [OH:17][N:16]=[CH:1][C:3]1[CH:8]=[CH:7][C:6]([CH:9]=[CH:10][C:11]([O:13][CH3:14])=[O:12])=[CH:5][CH:4]=1. The catalyst class is: 24. (4) Reactant: B.C1COCC1.[Br:7][C:8]1[CH:22]=[CH:21][C:11]([O:12][C:13]2[CH:20]=[CH:19][C:16]([C:17]#[N:18])=[CH:15][CH:14]=2)=[CH:10][CH:9]=1.[ClH:23]. Product: [ClH:23].[Br:7][C:8]1[CH:22]=[CH:21][C:11]([O:12][C:13]2[CH:20]=[CH:19][C:16]([CH2:17][NH2:18])=[CH:15][CH:14]=2)=[CH:10][CH:9]=1. The catalyst class is: 1. (5) Reactant: [CH3:1][O:2][C:3]1[CH:4]=[C:5]([CH:7]=[CH:8][C:9]=1[O:10][CH2:11][O:12][CH2:13][CH2:14][Si:15]([CH3:18])([CH3:17])[CH3:16])[NH2:6].C(N(CC)CC)C.[Br:26][CH:27]([CH2:31][CH2:32]Br)[C:28](Cl)=[O:29].[OH-].[K+]. Product: [Br:26][CH:27]1[CH2:31][CH2:32][N:6]([C:5]2[CH:7]=[CH:8][C:9]([O:10][CH2:11][O:12][CH2:13][CH2:14][Si:15]([CH3:17])([CH3:16])[CH3:18])=[C:3]([O:2][CH3:1])[CH:4]=2)[C:28]1=[O:29]. The catalyst class is: 26. (6) The catalyst class is: 17. Product: [C:19]([C:16]1[CH:17]=[CH:18][C:13]([NH:12][S:8]([C:5]2[CH:6]=[CH:7][C:2]([F:1])=[CH:3][CH:4]=2)(=[O:10])=[O:9])=[CH:14][CH:15]=1)(=[O:21])[CH3:20]. Reactant: [F:1][C:2]1[CH:7]=[CH:6][C:5]([S:8](Cl)(=[O:10])=[O:9])=[CH:4][CH:3]=1.[NH2:12][C:13]1[CH:18]=[CH:17][C:16]([C:19](=[O:21])[CH3:20])=[CH:15][CH:14]=1.